This data is from Full USPTO retrosynthesis dataset with 1.9M reactions from patents (1976-2016). The task is: Predict the reactants needed to synthesize the given product. Given the product [CH3:47][O:46][C:35]1[C:36]2[C:41](=[CH:40][CH:39]=[CH:38][CH:37]=2)[C:42]([O:44][CH3:45])=[CH:43][C:34]=1[CH2:33][O:1][CH:2]1[CH:7]([C:8]2[CH:9]=[CH:10][C:11]([O:14][CH2:15][CH2:16][CH2:17][CH2:18][C:19]3[CH:20]=[CH:21][CH:22]=[CH:23][CH:24]=3)=[CH:12][CH:13]=2)[CH2:6][CH2:5][N:4]([C:25]([O:27][C:28]([CH3:31])([CH3:30])[CH3:29])=[O:26])[CH2:3]1, predict the reactants needed to synthesize it. The reactants are: [OH:1][CH:2]1[CH:7]([C:8]2[CH:13]=[CH:12][C:11]([O:14][CH2:15][CH2:16][CH2:17][CH2:18][C:19]3[CH:24]=[CH:23][CH:22]=[CH:21][CH:20]=3)=[CH:10][CH:9]=2)[CH2:6][CH2:5][N:4]([C:25]([O:27][C:28]([CH3:31])([CH3:30])[CH3:29])=[O:26])[CH2:3]1.Cl[CH2:33][C:34]1[CH:43]=[C:42]([O:44][CH3:45])[C:41]2[C:36](=[CH:37][CH:38]=[CH:39][CH:40]=2)[C:35]=1[O:46][CH3:47].